Dataset: NCI-60 drug combinations with 297,098 pairs across 59 cell lines. Task: Regression. Given two drug SMILES strings and cell line genomic features, predict the synergy score measuring deviation from expected non-interaction effect. (1) Drug 1: C1=NC2=C(N1)C(=S)N=C(N2)N. Drug 2: CCCS(=O)(=O)NC1=C(C(=C(C=C1)F)C(=O)C2=CNC3=C2C=C(C=N3)C4=CC=C(C=C4)Cl)F. Cell line: IGROV1. Synergy scores: CSS=29.3, Synergy_ZIP=-0.134, Synergy_Bliss=2.08, Synergy_Loewe=-9.21, Synergy_HSA=1.86. (2) Cell line: U251. Synergy scores: CSS=44.6, Synergy_ZIP=1.39, Synergy_Bliss=3.02, Synergy_Loewe=-22.3, Synergy_HSA=5.15. Drug 1: CN(C(=O)NC(C=O)C(C(C(CO)O)O)O)N=O. Drug 2: CC1C(C(CC(O1)OC2CC(CC3=C2C(=C4C(=C3O)C(=O)C5=CC=CC=C5C4=O)O)(C(=O)C)O)N)O. (3) Drug 1: CC(CN1CC(=O)NC(=O)C1)N2CC(=O)NC(=O)C2. Drug 2: C1C(C(OC1N2C=NC3=C2NC=NCC3O)CO)O. Cell line: NCI-H226. Synergy scores: CSS=13.5, Synergy_ZIP=-4.76, Synergy_Bliss=0.299, Synergy_Loewe=-0.716, Synergy_HSA=1.11. (4) Drug 1: CC1=C(C=C(C=C1)NC2=NC=CC(=N2)N(C)C3=CC4=NN(C(=C4C=C3)C)C)S(=O)(=O)N.Cl. Drug 2: CC1CCCC2(C(O2)CC(NC(=O)CC(C(C(=O)C(C1O)C)(C)C)O)C(=CC3=CSC(=N3)C)C)C. Cell line: ACHN. Synergy scores: CSS=12.1, Synergy_ZIP=-1.78, Synergy_Bliss=-0.458, Synergy_Loewe=-2.15, Synergy_HSA=-2.22. (5) Drug 1: CC1=C(C=C(C=C1)C(=O)NC2=CC(=CC(=C2)C(F)(F)F)N3C=C(N=C3)C)NC4=NC=CC(=N4)C5=CN=CC=C5. Drug 2: C1=NC2=C(N=C(N=C2N1C3C(C(C(O3)CO)O)F)Cl)N. Cell line: MALME-3M. Synergy scores: CSS=-6.37, Synergy_ZIP=1.30, Synergy_Bliss=-4.40, Synergy_Loewe=-11.5, Synergy_HSA=-9.52. (6) Drug 1: C1=C(C(=O)NC(=O)N1)N(CCCl)CCCl. Drug 2: CCC1(CC2CC(C3=C(CCN(C2)C1)C4=CC=CC=C4N3)(C5=C(C=C6C(=C5)C78CCN9C7C(C=CC9)(C(C(C8N6C=O)(C(=O)OC)O)OC(=O)C)CC)OC)C(=O)OC)O.OS(=O)(=O)O. Cell line: NCIH23. Synergy scores: CSS=56.2, Synergy_ZIP=5.75, Synergy_Bliss=9.09, Synergy_Loewe=0.0216, Synergy_HSA=10.2.